From a dataset of Catalyst prediction with 721,799 reactions and 888 catalyst types from USPTO. Predict which catalyst facilitates the given reaction. (1) Reactant: [C:1]([O:5][C:6](=[O:28])[NH:7][CH2:8][C:9]1[CH:14]=[CH:13][C:12]([C:15]2[O:16][CH:17]=[C:18]([C:20]([N:22]3[CH2:27][CH2:26][CH2:25][CH2:24][CH2:23]3)=[O:21])[N:19]=2)=[CH:11][CH:10]=1)([CH3:4])([CH3:3])[CH3:2].[H-].[Na+].[CH3:31]I. Product: [CH3:31][N:7]([CH2:8][C:9]1[CH:10]=[CH:11][C:12]([C:15]2[O:16][CH:17]=[C:18]([C:20]([N:22]3[CH2:27][CH2:26][CH2:25][CH2:24][CH2:23]3)=[O:21])[N:19]=2)=[CH:13][CH:14]=1)[C:6]([O:5][C:1]([CH3:4])([CH3:2])[CH3:3])=[O:28]. The catalyst class is: 118. (2) Reactant: [CH3:1][O:2][CH2:3][N:4]1[C:12]2[C:7](=[CH:8][CH:9]=[CH:10][C:11]=2[NH2:13])[CH:6]=[C:5]1[C:14]1[S:15][CH:16]=[CH:17][N:18]=1.[S:19]1[CH:23]=[CH:22][CH:21]=[C:20]1[S:24](Cl)(=[O:26])=[O:25]. Product: [CH3:1][O:2][CH2:3][N:4]1[C:12]2[C:7](=[CH:8][CH:9]=[CH:10][C:11]=2[NH:13][S:24]([C:20]2[S:19][CH:23]=[CH:22][CH:21]=2)(=[O:26])=[O:25])[CH:6]=[C:5]1[C:14]1[S:15][CH:16]=[CH:17][N:18]=1. The catalyst class is: 17. (3) Reactant: Cl.[Br:2][C:3]1[CH:11]=[CH:10][C:6]([C:7](=[NH:9])[NH2:8])=[CH:5][CH:4]=1.C([O-])([O-])=O.[K+].[K+].O.Cl[CH2:20][C:21]([C@@H:23]1[CH2:28][C@@H:27]2[C@@H:25]([CH2:26]2)[N:24]1[C:29]([O:31][C:32]([CH3:35])([CH3:34])[CH3:33])=[O:30])=O. Product: [Br:2][C:3]1[CH:11]=[CH:10][C:6]([C:7]2[NH:8][C:21]([C@@H:23]3[CH2:28][C@@H:27]4[C@@H:25]([CH2:26]4)[N:24]3[C:29]([O:31][C:32]([CH3:35])([CH3:34])[CH3:33])=[O:30])=[CH:20][N:9]=2)=[CH:5][CH:4]=1. The catalyst class is: 49. (4) Reactant: [Cl:1][C:2]1[CH:7]=[CH:6][C:5]([NH:8][C:9](=[O:20])[C:10]2[CH:15]=[CH:14][CH:13]=[C:12]([C:16]([F:19])([F:18])[F:17])[CH:11]=2)=[CH:4][C:3]=1[C:21]1[N:26]2[N:27]=[CH:28][CH:29]=[C:25]2[N:24]=[CH:23][CH:22]=1.[I:30]N1C(=O)CCC1=O. Product: [Cl:1][C:2]1[CH:7]=[CH:6][C:5]([NH:8][C:9](=[O:20])[C:10]2[CH:15]=[CH:14][CH:13]=[C:12]([C:16]([F:19])([F:17])[F:18])[CH:11]=2)=[CH:4][C:3]=1[C:21]1[N:26]2[N:27]=[CH:28][C:29]([I:30])=[C:25]2[N:24]=[CH:23][CH:22]=1. The catalyst class is: 22.